From a dataset of Peptide-MHC class II binding affinity with 134,281 pairs from IEDB. Regression. Given a peptide amino acid sequence and an MHC pseudo amino acid sequence, predict their binding affinity value. This is MHC class II binding data. (1) The peptide sequence is KVKSLKLLNTRRRQL. The MHC is DRB1_0802 with pseudo-sequence DRB1_0802. The binding affinity (normalized) is 0.512. (2) The peptide sequence is LLESLSSLGAHLDSD. The MHC is DRB1_0101 with pseudo-sequence DRB1_0101. The binding affinity (normalized) is 1.00. (3) The peptide sequence is LRKDYIKRQGSTPLA. The MHC is DRB1_1302 with pseudo-sequence DRB1_1302. The binding affinity (normalized) is 0. (4) The peptide sequence is RQAGVQYSRA. The MHC is DRB4_0101 with pseudo-sequence DRB4_0103. The binding affinity (normalized) is 0.262. (5) The peptide sequence is VLQAGFFLLTRILTIPQSLD. The MHC is HLA-DPA10103-DPB10201 with pseudo-sequence HLA-DPA10103-DPB10201. The binding affinity (normalized) is 1.00.